From a dataset of Full USPTO retrosynthesis dataset with 1.9M reactions from patents (1976-2016). Predict the reactants needed to synthesize the given product. (1) Given the product [OH:1][CH2:2][CH2:3][CH2:4][CH2:5][N:6]([CH2:22][CH2:23][CH2:24][CH2:25][CH2:26][OH:36])[S:7]([C:10]1[CH:11]=[CH:12][C:13]([C:16]2[CH:17]=[CH:18][CH:19]=[CH:20][CH:21]=2)=[CH:14][CH:15]=1)(=[O:9])=[O:8], predict the reactants needed to synthesize it. The reactants are: [OH:1][CH2:2][CH2:3][CH2:4][CH2:5][N:6]([CH:22]=[CH:23][CH2:24][CH2:25][CH3:26])[S:7]([C:10]1[CH:15]=[CH:14][C:13]([C:16]2[CH:21]=[CH:20][CH:19]=[CH:18][CH:17]=2)=[CH:12][CH:11]=1)(=[O:9])=[O:8].B(F)(F)F.[OH-].[Na+].OO.C([O-])([O-])=[O:36].[K+].[K+]. (2) Given the product [N:33]1[CH:34]=[CH:35][CH:36]=[C:31]([C:27]2[CH:26]=[C:25]([C:24]3[CH2:23][C:22](=[O:21])[NH:13][C:6]4[CH:7]=[C:8]([C:9]([F:12])([F:11])[F:10])[C:3]([C:2]([F:15])([F:16])[F:1])=[CH:4][C:5]=4[N:14]=3)[CH:30]=[CH:29][CH:28]=2)[CH:32]=1, predict the reactants needed to synthesize it. The reactants are: [F:1][C:2]([F:16])([F:15])[C:3]1[CH:4]=[C:5]([NH2:14])[C:6]([NH2:13])=[CH:7][C:8]=1[C:9]([F:12])([F:11])[F:10].C([O:21][C:22](=O)[CH2:23][C:24](=O)[C:25]1[CH:30]=[CH:29][CH:28]=[C:27]([C:31]2[CH:32]=[N:33][CH:34]=[CH:35][CH:36]=2)[CH:26]=1)(C)(C)C.C(O)(C(F)(F)F)=O. (3) The reactants are: [CH:1]1[CH:2]=[CH:3][C:4]([C:7]2[O:17][C:16]3[CH:15]=[C:14]([OH:18])[CH:13]=[C:12]([OH:19])[C:11]=3[C:9](=[O:10])[C:8]=2[OH:20])=[CH:5][CH:6]=1.C(N(CC)CC)C.C1C=CC(N([S:35]([C:38]([F:41])([F:40])[F:39])(=[O:37])=[O:36])[S:35]([C:38]([F:41])([F:40])[F:39])(=[O:37])=[O:36])=CC=1. Given the product [OH:20][C:8]1[C:9](=[O:10])[C:11]2[C:16](=[CH:15][C:14]([O:18][S:35]([C:38]([F:41])([F:40])[F:39])(=[O:37])=[O:36])=[CH:13][C:12]=2[OH:19])[O:17][C:7]=1[C:4]1[CH:5]=[CH:6][CH:1]=[CH:2][CH:3]=1, predict the reactants needed to synthesize it. (4) Given the product [OH:41][C@@H:38]1[CH2:39][CH2:40][N:36]([C:34]([C:32]2[S:33][C:29]([C:26]3[CH:27]=[N:28][C:23]([C:9]4[CH:10]=[CH:11][CH:12]=[C:7]([C:5]5[CH:4]=[N:3][N:2]([CH3:1])[CH:6]=5)[CH:8]=4)=[CH:24][C:25]=3[NH:42][CH:43]([CH3:45])[CH3:44])=[N:30][N:31]=2)=[O:35])[CH2:37]1, predict the reactants needed to synthesize it. The reactants are: [CH3:1][N:2]1[CH:6]=[C:5]([C:7]2[CH:12]=[CH:11][CH:10]=[C:9](B3OC(C)(C)C(C)(C)O3)[CH:8]=2)[CH:4]=[N:3]1.Cl[C:23]1[N:28]=[CH:27][C:26]([C:29]2[S:33][C:32]([C:34]([N:36]3[CH2:40][CH2:39][C@@H:38]([OH:41])[CH2:37]3)=[O:35])=[N:31][N:30]=2)=[C:25]([NH:42][CH:43]([CH3:45])[CH3:44])[CH:24]=1.C([O-])([O-])=O.[K+].[K+]. (5) Given the product [Br:1][C:2]1[CH:7]=[C:6]([Cl:8])[C:5]([S:9]([NH:14][C:15]2[C:16]([CH3:21])=[N:17][N:18]([CH3:20])[CH:19]=2)(=[O:11])=[O:10])=[C:4]([Cl:13])[CH:3]=1, predict the reactants needed to synthesize it. The reactants are: [Br:1][C:2]1[CH:7]=[C:6]([Cl:8])[C:5]([S:9](Cl)(=[O:11])=[O:10])=[C:4]([Cl:13])[CH:3]=1.[NH2:14][C:15]1[C:16]([CH3:21])=[N:17][N:18]([CH3:20])[CH:19]=1. (6) Given the product [Cl:39][CH2:40][C:41]([NH:1][C:2]1[N:3]=[C:4]2[CH:9]=[CH:8][C:7]([O:10][C:11]3[CH:12]=[C:13]([NH:17][C:18](=[O:30])[C:19]4[CH:24]=[CH:23][CH:22]=[C:21]([C:25]5([C:28]#[N:29])[CH2:27][CH2:26]5)[CH:20]=4)[CH:14]=[CH:15][CH:16]=3)=[N:6][N:5]2[CH:31]=1)=[O:42], predict the reactants needed to synthesize it. The reactants are: [NH2:1][C:2]1[N:3]=[C:4]2[CH:9]=[CH:8][C:7]([O:10][C:11]3[CH:12]=[C:13]([NH:17][C:18](=[O:30])[C:19]4[CH:24]=[CH:23][CH:22]=[C:21]([C:25]5([C:28]#[N:29])[CH2:27][CH2:26]5)[CH:20]=4)[CH:14]=[CH:15][CH:16]=3)=[N:6][N:5]2[CH:31]=1.C(N(CC)CC)C.[Cl:39][CH2:40][C:41](Cl)=[O:42]. (7) Given the product [C:1]([O:5][C:6](=[O:38])[N:7]([C@H:8]([C:10](=[O:36])[NH:11][C@@H:12]1[C:18](=[O:19])[N:17]([CH2:20][C:21]2[C:30]3[C:25](=[CH:26][CH:27]=[CH:28][CH:29]=3)[CH:24]=[CH:23][C:22]=2[CH3:31])[C:16]2[CH:32]=[CH:33][CH:34]=[CH:35][C:15]=2[N:14]([S:44]([CH2:47][S:44]([CH3:47])(=[O:45])=[O:46])(=[O:46])=[O:45])[CH2:13]1)[CH3:9])[CH3:37])([CH3:4])([CH3:2])[CH3:3], predict the reactants needed to synthesize it. The reactants are: [C:1]([O:5][C:6](=[O:38])[N:7]([CH3:37])[C@H:8]([C:10](=[O:36])[NH:11][C@@H:12]1[C:18](=[O:19])[N:17]([CH2:20][C:21]2[C:30]3[C:25](=[CH:26][CH:27]=[CH:28][CH:29]=3)[CH:24]=[CH:23][C:22]=2[CH3:31])[C:16]2[CH:32]=[CH:33][CH:34]=[CH:35][C:15]=2[NH:14][CH2:13]1)[CH3:9])([CH3:4])([CH3:3])[CH3:2].[CH3:47][S:44](O[S:44]([CH3:47])(=[O:46])=[O:45])(=[O:46])=[O:45].